Dataset: Full USPTO retrosynthesis dataset with 1.9M reactions from patents (1976-2016). Task: Predict the reactants needed to synthesize the given product. Given the product [F:16][C:11]1[CH:10]=[C:9]([C:8](=[C:17]2[CH2:23][CH2:22][CH2:21][CH2:20][CH2:19][CH2:18]2)[C:5]2[CH:6]=[CH:7][C:2](/[CH:26]=[CH:25]/[C:24]([O:28][CH2:29][CH3:30])=[O:27])=[CH:3][CH:4]=2)[CH:14]=[CH:13][C:12]=1[OH:15], predict the reactants needed to synthesize it. The reactants are: Br[C:2]1[CH:7]=[CH:6][C:5]([C:8](=[C:17]2[CH2:23][CH2:22][CH2:21][CH2:20][CH2:19][CH2:18]2)[C:9]2[CH:14]=[CH:13][C:12]([OH:15])=[C:11]([F:16])[CH:10]=2)=[CH:4][CH:3]=1.[C:24]([O:28][CH2:29][CH3:30])(=[O:27])[CH:25]=[CH2:26].C(N(CC)CC)C.CN(C=O)C.